Predict the reaction yield, written as a fraction of the theoretical maximum amount of product (1.0 means a 100% yield; for example, 0.34 means a 34% yield). From a dataset of Reaction yield outcomes from USPTO patents with 853,638 reactions. (1) The reactants are [O:1]1[CH2:6][CH2:5][N:4]([C:7]2[CH:15]=[CH:14][C:10]([C:11]([OH:13])=O)=[CH:9][CH:8]=2)[CH2:3][CH2:2]1.C(N1C=CN=C1)(N1C=CN=C1)=O.C(=O)=O.[NH2:31][C@@H:32]1[CH2:41][CH2:40][C:39]2[C:34](=[C:35]([N:44]3[CH2:49][CH2:48][N:47]([CH3:50])[CH2:46][CH2:45]3)[CH:36]=[CH:37][C:38]=2[O:42][CH3:43])[CH2:33]1. The catalyst is CN(C)C=O. The product is [CH3:43][O:42][C:38]1[CH:37]=[CH:36][C:35]([N:44]2[CH2:45][CH2:46][N:47]([CH3:50])[CH2:48][CH2:49]2)=[C:34]2[C:39]=1[CH2:40][CH2:41][C@@H:32]([NH:31][C:11](=[O:13])[C:10]1[CH:9]=[CH:8][C:7]([N:4]3[CH2:3][CH2:2][O:1][CH2:6][CH2:5]3)=[CH:15][CH:14]=1)[CH2:33]2. The yield is 0.530. (2) The reactants are [CH3:1][C:2]([CH3:7])([CH3:6])[CH2:3][Mg]Cl.[Cu](C#N)C#N.Br[C:14]1[N:32]=[CH:31][CH:30]=[CH:29][C:15]=1[C:16]([NH:18][C:19]1[CH:24]=[CH:23][CH:22]=[C:21]([C:25]([CH3:28])([CH3:27])[CH3:26])[CH:20]=1)=[O:17].[Cl-].[NH4+]. The catalyst is C1COCC1.C(OCC)(=O)C. The product is [C:25]([C:21]1[CH:20]=[C:19]([NH:18][C:16](=[O:17])[C:15]2[CH:29]=[CH:30][CH:31]=[N:32][C:14]=2[CH2:1][C:2]([CH3:7])([CH3:6])[CH3:3])[CH:24]=[CH:23][CH:22]=1)([CH3:28])([CH3:27])[CH3:26]. The yield is 0.860. (3) The reactants are [CH3:1][C:2]1[CH:7]=[C:6]([N:8]2[CH2:13][CH2:12][O:11][CH2:10][CH2:9]2)[CH:5]=[C:4]([CH3:14])[C:3]=1[NH2:15].[CH:16]1([CH2:21][C:22](Cl)=[O:23])[CH2:20][CH2:19][CH2:18][CH2:17]1.O. The catalyst is C(#N)C. The product is [CH:16]1([CH2:21][C:22]([NH:15][C:3]2[C:2]([CH3:1])=[CH:7][C:6]([N:8]3[CH2:13][CH2:12][O:11][CH2:10][CH2:9]3)=[CH:5][C:4]=2[CH3:14])=[O:23])[CH2:20][CH2:19][CH2:18][CH2:17]1. The yield is 0.200. (4) The catalyst is C(OCC)(=O)C.CS(C)=O.CN(C)C=O. The product is [CH2:31]([N:8]1[C:9](=[O:26])[C:10]([CH2:11][C:12]2[CH:17]=[CH:16][C:15]([C:18]3[CH:23]=[CH:22][CH:21]=[CH:20][C:19]=3[C:24]3[NH:37][C:38](=[O:41])[O:39][N:25]=3)=[CH:14][CH:13]=2)=[C:5]([CH2:1][CH2:2][CH2:3][CH3:4])[N:6]=[C:7]1[CH3:27])[CH2:32][CH2:33][CH3:34]. The reactants are [CH2:1]([C:5]1[N:6]=[C:7]([CH3:27])[NH:8][C:9](=[O:26])[C:10]=1[CH2:11][C:12]1[CH:17]=[CH:16][C:15]([C:18]2[C:19]([C:24]#[N:25])=[CH:20][CH:21]=[CH:22][CH:23]=2)=[CH:14][CH:13]=1)[CH2:2][CH2:3][CH3:4].[H-].[Na+].I[CH2:31][CH2:32][CH2:33][CH3:34].[Cl-].O[NH3+:37].[C:38](=[O:41])([O-])[OH:39].[Na+]. The yield is 0.420.